Dataset: Reaction yield outcomes from USPTO patents with 853,638 reactions. Task: Predict the reaction yield, written as a fraction of the theoretical maximum amount of product (1.0 means a 100% yield; for example, 0.34 means a 34% yield). (1) The reactants are [CH:1]1([CH2:6][CH:7]([C:11]2[CH:16]=[CH:15][C:14]([F:17])=[C:13]([C:18]([F:21])([F:20])[F:19])[CH:12]=2)[C:8](O)=[O:9])[CH2:5][CH2:4][CH2:3][CH2:2]1.C(Cl)(=O)C(Cl)=O.[NH2:28][C:29]1[S:30][CH:31]=[CH:32][N:33]=1.C(N(CC)C(C)C)(C)C. The catalyst is C(Cl)Cl.CN(C)C=O. The product is [CH:1]1([CH2:6][CH:7]([C:11]2[CH:16]=[CH:15][C:14]([F:17])=[C:13]([C:18]([F:19])([F:21])[F:20])[CH:12]=2)[C:8]([NH:28][C:29]2[S:30][CH:31]=[CH:32][N:33]=2)=[O:9])[CH2:2][CH2:3][CH2:4][CH2:5]1. The yield is 0.845. (2) The reactants are [F:1][C:2]1[CH:3]=[C:4]2[C:9](=[CH:10][CH:11]=1)[N:8]=[C:7]([CH2:12][CH2:13][C:14]([O:16]C(C)(C)C)=[O:15])[NH:6][C:5]2=[O:21].FC(F)(F)C(O)=O.C(OCC)C. The catalyst is C(Cl)Cl. The product is [F:1][C:2]1[CH:3]=[C:4]2[C:9](=[CH:10][CH:11]=1)[N:8]=[C:7]([CH2:12][CH2:13][C:14]([OH:16])=[O:15])[NH:6][C:5]2=[O:21]. The yield is 0.770. (3) The reactants are C(N=C=NC(C)C)(C)C.[C:10]1([CH2:16][SH:17])[CH:15]=[CH:14][CH:13]=[CH:12][CH:11]=1.C([O:22][C:23](=[O:36])[C@@H:24]([NH:29][C:30](=[O:35])[CH2:31][CH2:32][CH:33]=[CH2:34])[CH2:25][C:26](O)=[O:27])(C)(C)C.C(O)(=O)CCC=C.C(O)(C(F)(F)F)=O. The catalyst is C(Cl)Cl. The product is [CH2:16]([S:17][C:26](=[O:27])[CH2:25][C@H:24]([NH:29][C:30](=[O:35])[CH2:31][CH2:32][CH:33]=[CH2:34])[C:23]([OH:36])=[O:22])[C:10]1[CH:15]=[CH:14][CH:13]=[CH:12][CH:11]=1. The yield is 0.740.